Dataset: Retrosynthesis with 50K atom-mapped reactions and 10 reaction types from USPTO. Task: Predict the reactants needed to synthesize the given product. Given the product CCCSc1c(C(=O)NC2C3CC4CC(C3)CC2C4)cnn1-c1ccc(CC(=O)OC)cc1, predict the reactants needed to synthesize it. The reactants are: CCCSc1c(C(=O)O)cnn1-c1ccc(CC(=O)OC)cc1.NC1C2CC3CC(C2)CC1C3.